From a dataset of Full USPTO retrosynthesis dataset with 1.9M reactions from patents (1976-2016). Predict the reactants needed to synthesize the given product. Given the product [Cl:17][C:18]1[N:27]=[CH:26][CH:25]=[C:24]2[C:19]=1[C:20]1[CH:32]=[N:31][CH:30]=[CH:29][C:21]=1[C:7]([CH2:6][S:3]([N:2]([CH3:1])[C:11]1[CH:16]=[CH:15][CH:14]=[CH:13][CH:12]=1)(=[O:5])=[O:4])=[N:23]2, predict the reactants needed to synthesize it. The reactants are: [CH3:1][N:2]([C:11]1[CH:16]=[CH:15][CH:14]=[CH:13][CH:12]=1)[S:3]([CH2:6][C:7](OC)=O)(=[O:5])=[O:4].[Cl:17][C:18]1[N:27]=[CH:26][CH:25]=[C:24]2[C:19]=1[C:20]1[CH:32]=[N:31][CH:30]=[CH:29][C:21]=1C(Cl)=[N:23]2.[Li+].C[Si]([N-][Si](C)(C)C)(C)C.[Cl-].[NH4+].